From a dataset of Reaction yield outcomes from USPTO patents with 853,638 reactions. Predict the reaction yield, written as a fraction of the theoretical maximum amount of product (1.0 means a 100% yield; for example, 0.34 means a 34% yield). (1) The reactants are [C:1]([C:3]1[N:4](C(OC(C)(C)C)=O)[C:5]([C:8]2[CH:9]=[CH:10][C:11]3[NH:16][C:15](=[S:17])[O:14][C:13]([CH3:19])([CH3:18])[C:12]=3[CH:20]=2)=[CH:6][CH:7]=1)#[N:2].CC[O-].[Na+]. The catalyst is C1COCC1.CCO. The product is [CH3:18][C:13]1([CH3:19])[C:12]2[CH:20]=[C:8]([C:5]3[NH:4][C:3]([C:1]#[N:2])=[CH:7][CH:6]=3)[CH:9]=[CH:10][C:11]=2[NH:16][C:15](=[S:17])[O:14]1. The yield is 0.730. (2) The reactants are [Br:1][C:2]1[CH:3]=[C:4]2[C:15](=[CH:16][CH:17]=1)[O:14][C:7]1[C:8]([F:13])=[N:9][C:10]([Cl:12])=[CH:11][C:6]=1[C:5]2([NH:21]S(C(C)(C)C)=O)[CH2:18][CH2:19][OH:20].C(Cl)(=O)C. The catalyst is CO. The product is [NH2:21][C:5]1([CH2:18][CH2:19][OH:20])[C:6]2[CH:11]=[C:10]([Cl:12])[N:9]=[C:8]([F:13])[C:7]=2[O:14][C:15]2[C:4]1=[CH:3][C:2]([Br:1])=[CH:17][CH:16]=2. The yield is 0.880. (3) The reactants are [CH2:1]([O:8][C:9]1[CH:32]=[CH:31][C:12]2[NH:13][C@H:14]([C:17]3[CH:22]=[CH:21][C:20]([O:23][CH2:24][C:25]4[CH:30]=[CH:29][CH:28]=[CH:27][CH:26]=4)=[CH:19][CH:18]=3)[CH2:15][O:16][C:11]=2[CH:10]=1)[C:2]1[CH:7]=[CH:6][CH:5]=[CH:4][CH:3]=1.[I-].[Na+].C(=O)([O-])[O-].[K+].[K+].[CH2:41](Br)[CH:42]=[CH2:43]. The catalyst is CC(C)=O.C(OCC)(=O)C.CCCCCC.O. The product is [CH2:43]([N:13]1[C:12]2[CH:31]=[CH:32][C:9]([O:8][CH2:1][C:2]3[CH:3]=[CH:4][CH:5]=[CH:6][CH:7]=3)=[CH:10][C:11]=2[O:16][CH2:15][C@H:14]1[C:17]1[CH:22]=[CH:21][C:20]([O:23][CH2:24][C:25]2[CH:26]=[CH:27][CH:28]=[CH:29][CH:30]=2)=[CH:19][CH:18]=1)[CH:42]=[CH2:41]. The yield is 0.850.